From a dataset of Catalyst prediction with 721,799 reactions and 888 catalyst types from USPTO. Predict which catalyst facilitates the given reaction. (1) Reactant: [OH:1][NH:2][C:3]([N:5]1[CH2:10][CH2:9][N:8]([C:11]([O:13][C:14]([CH3:17])([CH3:16])[CH3:15])=[O:12])[CH2:7][CH2:6]1)=[NH:4].[C:18](OC(=O)C)(=O)[CH3:19].O. Product: [CH3:18][C:19]1[O:1][N:2]=[C:3]([N:5]2[CH2:6][CH2:7][N:8]([C:11]([O:13][C:14]([CH3:17])([CH3:16])[CH3:15])=[O:12])[CH2:9][CH2:10]2)[N:4]=1. The catalyst class is: 17. (2) Reactant: [Cl:1][C:2]1[C:3](I)=[CH:4][C:5]([C:8]([OH:10])=[O:9])=[N:6][CH:7]=1.CC(C)([O-])C.[K+].[CH:18]1([CH2:21][OH:22])[CH2:20][CH2:19]1.Cl. Product: [Cl:1][C:2]1[C:3]([O:22][CH2:21][CH:18]2[CH2:20][CH2:19]2)=[CH:4][C:5]([C:8]([OH:10])=[O:9])=[N:6][CH:7]=1. The catalyst class is: 118. (3) Reactant: [Cl:1][C:2]1[C:7]2[CH:8]=[CH:9][NH:10][C:6]=2[CH:5]=[CH:4][N:3]=1.[H-].[Na+].Cl[CH2:14][C:15]([N:17]1[CH2:22][CH2:21][N:20]([C:23]([O:25][C:26]([CH3:29])([CH3:28])[CH3:27])=[O:24])[CH2:19][CH2:18]1)=[O:16]. Product: [Cl:1][C:2]1[C:7]2[CH:8]=[CH:9][N:10]([CH2:14][C:15]([N:17]3[CH2:22][CH2:21][N:20]([C:23]([O:25][C:26]([CH3:29])([CH3:28])[CH3:27])=[O:24])[CH2:19][CH2:18]3)=[O:16])[C:6]=2[CH:5]=[CH:4][N:3]=1. The catalyst class is: 1.